Task: Predict the product of the given reaction.. Dataset: Forward reaction prediction with 1.9M reactions from USPTO patents (1976-2016) Given the reactants [C:1]([NH:18][C@H:19]([C:22]([OH:24])=[O:23])[CH2:20][OH:21])([O:3][CH2:4][CH:5]1[C:17]2[C:12](=[CH:13][CH:14]=[CH:15][CH:16]=2)[C:11]2[C:6]1=[CH:7][CH:8]=[CH:9][CH:10]=2)=[O:2].[O:25]1[CH:29]=[CH:28][CH2:27][CH2:26]1.C1(C)C=CC(S([O-])(=O)=O)=CC=1.[NH+]1C=CC=CC=1, predict the reaction product. The product is: [C:1]([NH:18][C@H:19]([C:22]([OH:24])=[O:23])[CH2:20][O:21][CH:26]1[CH2:27][CH2:28][CH2:29][O:25]1)([O:3][CH2:4][CH:5]1[C:6]2[C:11](=[CH:10][CH:9]=[CH:8][CH:7]=2)[C:12]2[C:17]1=[CH:16][CH:15]=[CH:14][CH:13]=2)=[O:2].